This data is from Full USPTO retrosynthesis dataset with 1.9M reactions from patents (1976-2016). The task is: Predict the reactants needed to synthesize the given product. (1) The reactants are: C([O-])(=O)C.[Na+].[CH3:6][O:7][C:8]1[CH:13]=[CH:12][CH:11]=[CH:10][N:9]=1.[Br:14]Br.[OH-].[Na+].S([O-])([O-])=O.[Na+].[Na+]. Given the product [Br:14][C:11]1[CH:12]=[CH:13][C:8]([O:7][CH3:6])=[N:9][CH:10]=1, predict the reactants needed to synthesize it. (2) Given the product [C:5]([N:16]1[CH2:15][CH2:14][C:13]2[N:12]=[C:11]3[CH:19]=[CH:20][C:21]([C:23]#[N:24])=[CH:22][C:10]3=[C:9]([Cl:8])[C:18]=2[CH2:17]1)(=[O:7])[CH3:6], predict the reactants needed to synthesize it. The reactants are: C(O[C:5](=[O:7])[CH3:6])(=O)C.[Cl:8][C:9]1[C:18]2[CH2:17][NH:16][CH2:15][CH2:14][C:13]=2[N:12]=[C:11]2[CH:19]=[CH:20][C:21]([C:23]#[N:24])=[CH:22][C:10]=12.O. (3) Given the product [F:1][C:2]1[C:8]([F:9])=[CH:7][CH:6]=[CH:5][C:3]=1[NH:4][CH2:11][C:12]1[CH:21]=[CH:20][C:15]([C:16]([O:18][CH3:19])=[O:17])=[CH:14][CH:13]=1, predict the reactants needed to synthesize it. The reactants are: [F:1][C:2]1[C:8]([F:9])=[CH:7][CH:6]=[CH:5][C:3]=1[NH2:4].Br[CH2:11][C:12]1[CH:21]=[CH:20][C:15]([C:16]([O:18][CH3:19])=[O:17])=[CH:14][CH:13]=1.CCN(C(C)C)C(C)C.O. (4) The reactants are: [OH:1][C@@H:2]([C@H:4]1[C:25](=[O:26])[N:6]2[C@@H:7]([C:12]([O:14][CH2:15][C:16]3[CH:21]=[CH:20][C:19]([N+:22]([O-:24])=[O:23])=[CH:18][CH:17]=3)=[O:13])[C:8](=O)[C@H:9]([CH3:10])[C@H:5]12)[CH3:3].[N:27]([CH2:30][CH2:31][S:32][CH2:33][C:34]1[CH:35]=[C:36]([C:40]([C:42]2[N:43]=[CH:44][N:45]3[CH:49]=[C:48]([Sn](CCCC)(CCCC)CCCC)[S:47][C:46]=23)=[O:41])[CH:37]=[N:38][CH:39]=1)=[N+:28]=[N-:29]. Given the product [N:27]([CH2:30][CH2:31][S:32][CH2:33][C:34]1[CH:35]=[C:36]([C:40]([C:42]2[N:43]=[CH:44][N:45]3[CH:49]=[C:48]([C:8]4[C@H:9]([CH3:10])[C@@H:5]5[C@@H:4]([C@H:2]([OH:1])[CH3:3])[C:25](=[O:26])[N:6]5[C:7]=4[C:12]([O:14][CH2:15][C:16]4[CH:17]=[CH:18][C:19]([N+:22]([O-:24])=[O:23])=[CH:20][CH:21]=4)=[O:13])[S:47][C:46]=23)=[O:41])[CH:37]=[N:38][CH:39]=1)=[N+:28]=[N-:29], predict the reactants needed to synthesize it. (5) Given the product [CH3:9][O:10][C:11]1[CH:16]=[C:15]([O:17][CH3:18])[CH:14]=[CH:13][C:12]=1[C:19]1[CH:20]=[CH:21][C:22]([C:25](=[O:27])[CH2:26][C:3]([O:6][CH3:7])=[O:8])=[CH:23][CH:24]=1, predict the reactants needed to synthesize it. The reactants are: [H-].[Na+].[C:3](=[O:8])([O:6][CH3:7])OC.[CH3:9][O:10][C:11]1[CH:16]=[C:15]([O:17][CH3:18])[CH:14]=[CH:13][C:12]=1[C:19]1[CH:24]=[CH:23][C:22]([C:25](=[O:27])[CH3:26])=[CH:21][CH:20]=1.